From a dataset of Reaction yield outcomes from USPTO patents with 853,638 reactions. Predict the reaction yield, written as a fraction of the theoretical maximum amount of product (1.0 means a 100% yield; for example, 0.34 means a 34% yield). (1) The reactants are [CH3:1][N:2]1[N:18]=[CH:17][C:16]2[NH:15][C:14](=[O:19])[C@H:13]([CH3:20])[CH:12]=[CH:11][CH2:10][C@H:9]([NH:21][C:22](=[O:28])[O:23][C:24]([CH3:27])([CH3:26])[CH3:25])[C:8]3[N:29]=[C:4]([CH:5]=[CH:6][CH:7]=3)[C:3]1=2. The catalyst is CCO.O=[Pt]=O. The product is [CH3:1][N:2]1[N:18]=[CH:17][C:16]2[NH:15][C:14](=[O:19])[C@H:13]([CH3:20])[CH2:12][CH2:11][CH2:10][C@H:9]([NH:21][C:22](=[O:28])[O:23][C:24]([CH3:26])([CH3:25])[CH3:27])[CH:8]3[NH:29][CH:4]([CH2:5][CH2:6][CH2:7]3)[C:3]1=2. The yield is 0.204. (2) The reactants are [Cl:1][C:2]1[CH:23]=[CH:22][C:5]([O:6][C:7]2[CH:12]=[CH:11][C:10]([C:13]3([CH:16]=[O:17])C[CH2:14]3)=[C:9]([C:18]([F:21])([F:20])[F:19])[CH:8]=2)=[CH:4][CH:3]=1.C[S+](C)C.COS([O-])(=O)=O.[OH-].[Na+].[Na+].[Cl-]. The catalyst is CSC. The product is [Cl:1][C:2]1[CH:23]=[CH:22][C:5]([O:6][C:7]2[CH:12]=[CH:11][C:10]([C:13]3([CH3:14])[CH2:16][O:17]3)=[C:9]([C:18]([F:21])([F:20])[F:19])[CH:8]=2)=[CH:4][CH:3]=1. The yield is 0.660. (3) The reactants are [F:1][C:2]1[CH:7]=[C:6]([F:8])[CH:5]=[CH:4][C:3]=1[C:9]1[N:10]([S:18]([C:21]2[CH:26]=[CH:25][CH:24]=[C:23]([F:27])[CH:22]=2)(=[O:20])=[O:19])[CH:11]=[C:12]2[C:16](=O)[CH2:15][CH2:14][C:13]=12.[CH3:28][NH2:29].O1CCCC1.[BH4-].[Na+]. The catalyst is CO.C(O[Ti](OC(C)C)(OC(C)C)OC(C)C)(C)C. The product is [F:1][C:2]1[CH:7]=[C:6]([F:8])[CH:5]=[CH:4][C:3]=1[C:9]1[N:10]([S:18]([C:21]2[CH:26]=[CH:25][CH:24]=[C:23]([F:27])[CH:22]=2)(=[O:20])=[O:19])[CH:11]=[C:12]2[CH:16]([NH:29][CH3:28])[CH2:15][CH2:14][C:13]=12. The yield is 0.480. (4) The reactants are [C:1]1([CH2:7][CH2:8][C:9]([N:11]2[CH2:16][CH2:15][CH:14]([CH2:17][N:18]3[C:26]4[C:21](=[CH:22][C:23]([C:27]5[CH:28]=[N:29][N:30](C6CCCCO6)[CH:31]=5)=[CH:24][CH:25]=4)[CH:20]=[CH:19]3)[CH2:13][CH2:12]2)=[O:10])[CH:6]=[CH:5][CH:4]=[CH:3][CH:2]=1.[BH3-]C#N.[Na+].Cl.CO.ClCCl. The catalyst is CCO. The product is [NH:29]1[CH:28]=[C:27]([C:23]2[CH:22]=[C:21]3[C:26](=[CH:25][CH:24]=2)[N:18]([CH2:17][CH:14]2[CH2:15][CH2:16][N:11]([C:9](=[O:10])[CH2:8][CH2:7][C:1]4[CH:2]=[CH:3][CH:4]=[CH:5][CH:6]=4)[CH2:12][CH2:13]2)[CH2:19][CH2:20]3)[CH:31]=[N:30]1. The yield is 0.810. (5) The reactants are [CH:1]1([C:6](Cl)=[O:7])[CH2:5][CH2:4][CH2:3][CH2:2]1.[NH2:9][C:10]1[CH:11]=[C:12]([CH:18]([NH:24][C:25]2[CH:30]=[CH:29][C:28]([C:31]#[N:32])=[CH:27][CH:26]=2)[C:19]([O:21][CH2:22][CH3:23])=[O:20])[CH:13]=[C:14]([CH2:16][CH3:17])[CH:15]=1.C(N(C(C)C)CC)(C)C.OS([O-])(=O)=O.[K+]. The catalyst is C(Cl)Cl. The product is [C:31]([C:28]1[CH:29]=[CH:30][C:25]([NH:24][CH:18]([C:12]2[CH:13]=[C:14]([CH2:16][CH3:17])[CH:15]=[C:10]([NH:9][C:6]([CH:1]3[CH2:5][CH2:4][CH2:3][CH2:2]3)=[O:7])[CH:11]=2)[C:19]([O:21][CH2:22][CH3:23])=[O:20])=[CH:26][CH:27]=1)#[N:32]. The yield is 0.660. (6) The reactants are [CH3:1][O:2][C:3]([C@@H:5]([N:13]1[CH2:21][C:17]2[CH:18]=[CH:19][S:20][C:16]=2[CH2:15][CH2:14]1)[C:6]1[CH:7]=[CH:8][CH:9]=[CH:10][C:11]=1[Cl:12])=[O:4].[S:22](=[O:26])(=[O:25])([OH:24])[OH:23]. The catalyst is C(O)(C)C. The product is [CH3:1][O:2][C:3]([C@@H:5]([N:13]1[CH2:21][C:17]2[CH:18]=[CH:19][S:20][C:16]=2[CH2:15][CH2:14]1)[C:6]1[C:11]([Cl:12])=[CH:10][CH:9]=[CH:8][CH:7]=1)=[O:4].[OH:25][S:22]([OH:26])(=[O:24])=[O:23]. The yield is 0.840. (7) The reactants are C(=O)(OC)[O:2][C:3]1[CH:8]=[C:7]([N+:9]([O-:11])=[O:10])[C:6]([F:12])=[CH:5][C:4]=1[C:13]([CH3:16])([CH3:15])[CH3:14].N1CCCCC1. The catalyst is C(Cl)Cl. The product is [C:13]([C:4]1[CH:5]=[C:6]([F:12])[C:7]([N+:9]([O-:11])=[O:10])=[CH:8][C:3]=1[OH:2])([CH3:16])([CH3:14])[CH3:15]. The yield is 0.620. (8) The reactants are O.O.Cl[Sn]Cl.Cl.[N+:7]([C:10]1[CH:11]=[C:12]([C:17]2[CH:23]=[CH:22][C:20]([NH2:21])=[C:19]([N+:24]([O-])=O)[CH:18]=2)[CH:13]=[CH:14][C:15]=1[NH2:16])([O-])=O. No catalyst specified. The product is [NH2:7][C:10]1[CH:11]=[C:12]([C:17]2[CH:23]=[CH:22][C:20]([NH2:21])=[C:19]([NH2:24])[CH:18]=2)[CH:13]=[CH:14][C:15]=1[NH2:16]. The yield is 0.700. (9) The reactants are CO[C:3](=[O:24])[C:4]1[CH:9]=[CH:8][C:7]([O:10][CH2:11][C:12]2[C:13]([C:17]3[CH:22]=[CH:21][C:20]([F:23])=[CH:19][CH:18]=3)=[N:14][O:15][CH:16]=2)=[N:6][CH:5]=1.[F:25][C:26]([F:30])([F:29])[CH2:27][NH2:28]. No catalyst specified. The product is [F:23][C:20]1[CH:19]=[CH:18][C:17]([C:13]2[C:12]([CH2:11][O:10][C:7]3[CH:8]=[CH:9][C:4]([C:3]([NH:28][CH2:27][C:26]([F:30])([F:29])[F:25])=[O:24])=[CH:5][N:6]=3)=[CH:16][O:15][N:14]=2)=[CH:22][CH:21]=1. The yield is 0.410. (10) The reactants are F[C:2]1[C:3]([CH3:23])=[N:4][C:5]2[C:10]([N:11]=1)=[C:9]([C:12]1[NH:20][C:19]3[CH:18]([CH3:21])[CH2:17][NH:16][C:15](=[O:22])[C:14]=3[CH:13]=1)[CH:8]=[CH:7][CH:6]=2.[CH:24]([NH2:27])([CH3:26])[CH3:25]. The catalyst is CS(C)=O.O. The product is [CH:24]([NH:27][C:2]1[C:3]([CH3:23])=[N:4][C:5]2[C:10]([N:11]=1)=[C:9]([C:12]1[NH:20][C:19]3[CH:18]([CH3:21])[CH2:17][NH:16][C:15](=[O:22])[C:14]=3[CH:13]=1)[CH:8]=[CH:7][CH:6]=2)([CH3:26])[CH3:25]. The yield is 0.630.